From a dataset of HIV replication inhibition screening data with 41,000+ compounds from the AIDS Antiviral Screen. Binary Classification. Given a drug SMILES string, predict its activity (active/inactive) in a high-throughput screening assay against a specified biological target. The drug is N=c1[nH]c2c3nc(Nc4ccccc4)sc3nc(=S)n2c2sc(Nc3ccccc3)nc12. The result is 0 (inactive).